Dataset: Forward reaction prediction with 1.9M reactions from USPTO patents (1976-2016). Task: Predict the product of the given reaction. (1) Given the reactants [Cl:1][C:2]1[CH:3]=[C:4]2[CH:12]([OH:13])[C:11]3[CH:14]=[C:15]([CH2:18][CH3:19])[N:16]=[CH:17][C:10]=3[CH:9]=[CH:8][C:5]2=[N:6][CH:7]=1, predict the reaction product. The product is: [Cl:1][C:2]1[CH:3]=[C:4]2[C:12](=[O:13])[C:11]3[CH:14]=[C:15]([CH2:18][CH3:19])[N:16]=[CH:17][C:10]=3[CH:9]=[CH:8][C:5]2=[N:6][CH:7]=1. (2) Given the reactants [Cl:1][C:2]1[CH:18]=[CH:17][C:5]([C:6]2[CH:11]=[C:10]([CH2:12][CH3:13])[C:9](N)=[C:8]([CH2:15][CH3:16])[CH:7]=2)=[CH:4][CH:3]=1.C(#N)C.N(OCCCC)=O.[BrH:29], predict the reaction product. The product is: [Br:29][C:9]1[C:10]([CH2:12][CH3:13])=[CH:11][C:6]([C:5]2[CH:17]=[CH:18][C:2]([Cl:1])=[CH:3][CH:4]=2)=[CH:7][C:8]=1[CH2:15][CH3:16].